From a dataset of Forward reaction prediction with 1.9M reactions from USPTO patents (1976-2016). Predict the product of the given reaction. (1) Given the reactants [Cl:1][C:2]1[CH:3]=[N:4][CH:5]=[C:6]([Cl:26])[C:7]=1[NH:8][C:9](=[O:25])[C:10]1[CH:15]=[CH:14][C:13]([O:16][CH:17]([F:19])[F:18])=[C:12]([O:20][CH2:21][CH:22]2[CH2:24][CH2:23]2)[CH:11]=1.O.O.O.O.O.O.C(O[O-])(=O)C1C(=CC=CC=1)C([O-])=[O:37].[Mg+2].C(OCC)(=O)C, predict the reaction product. The product is: [Cl:26][C:6]1[CH:5]=[N+:4]([O-:37])[CH:3]=[C:2]([Cl:1])[C:7]=1[NH:8][C:9](=[O:25])[C:10]1[CH:15]=[CH:14][C:13]([O:16][CH:17]([F:18])[F:19])=[C:12]([O:20][CH2:21][CH:22]2[CH2:23][CH2:24]2)[CH:11]=1. (2) Given the reactants C[O:2][C:3](=[O:38])[C:4]([CH3:37])([CH3:36])[C:5]1[CH:10]=[CH:9][C:8]([C:11](=[O:35])[CH2:12][CH2:13][CH2:14][N:15]2[CH2:20][CH2:19][CH:18]([C:21]([OH:34])([C:28]3[CH:33]=[CH:32][CH:31]=[CH:30][CH:29]=3)[C:22]3[CH:27]=[CH:26][CH:25]=[CH:24][CH:23]=3)[CH2:17][CH2:16]2)=[CH:7][CH:6]=1.[OH-].[Na+].[ClH:41], predict the reaction product. The product is: [ClH:41].[OH:34][C:21]([C:28]1[CH:33]=[CH:32][CH:31]=[CH:30][CH:29]=1)([C:22]1[CH:23]=[CH:24][CH:25]=[CH:26][CH:27]=1)[CH:18]1[CH2:19][CH2:20][N:15]([CH2:14][CH2:13][CH2:12][C:11]([C:8]2[CH:9]=[CH:10][C:5]([C:4]([CH3:37])([CH3:36])[C:3]([OH:38])=[O:2])=[CH:6][CH:7]=2)=[O:35])[CH2:16][CH2:17]1.